From a dataset of Catalyst prediction with 721,799 reactions and 888 catalyst types from USPTO. Predict which catalyst facilitates the given reaction. Reactant: [C:1]1([C:12]2[CH:17]=[CH:16][CH:15]=[CH:14][CH:13]=2)[CH:6]=[CH:5][C:4]([CH:7]=[CH:8][C:9]([OH:11])=O)=[CH:3][CH:2]=1.[CH3:18][C:19]1[N:23]([CH3:24])[C:22]([C:25]2[CH:26]=[C:27]([CH:29]=[CH:30][CH:31]=2)[NH2:28])=[CH:21][N:20]=1. Product: [C:1]1([C:12]2[CH:17]=[CH:16][CH:15]=[CH:14][CH:13]=2)[CH:2]=[CH:3][C:4]([CH:7]=[CH:8][C:9]([NH:28][C:27]2[CH:29]=[CH:30][CH:31]=[C:25]([C:22]3[N:23]([CH3:24])[C:19]([CH3:18])=[N:20][CH:21]=3)[CH:26]=2)=[O:11])=[CH:5][CH:6]=1. The catalyst class is: 675.